From a dataset of Full USPTO retrosynthesis dataset with 1.9M reactions from patents (1976-2016). Predict the reactants needed to synthesize the given product. (1) Given the product [ClH:30].[CH2:28]([N:25]1[CH2:24][CH2:23][CH:22]([N:18]2[C:19]3[C:15](=[CH:14][C:13]([S:10]([C:5]4[CH:4]=[C:3]([F:2])[CH:8]=[C:7]([F:9])[CH:6]=4)(=[O:12])=[O:11])=[CH:21][CH:20]=3)[CH:16]=[CH:17]2)[CH2:27][CH2:26]1)[CH3:29], predict the reactants needed to synthesize it. The reactants are: Cl.[F:2][C:3]1[CH:4]=[C:5]([S:10]([C:13]2[CH:14]=[C:15]3[C:19](=[CH:20][CH:21]=2)[N:18]([CH:22]2[CH2:27][CH2:26][N:25]([CH2:28][CH3:29])[CH2:24][CH2:23]2)[CH2:17][CH2:16]3)(=[O:12])=[O:11])[CH:6]=[C:7]([F:9])[CH:8]=1.[Cl:30]C1C(=O)C(C#N)=C(C#N)C(=O)C=1Cl.BrC1C=C2C(=CC=1)N(C1CCN(C(OC(C)(C)C)=O)CC1)C=C2. (2) Given the product [C:40]([N:43]1[CH2:48][CH2:47][N:46]([C:23]([C@H:22]2[N:21]([C:19]([C:13]3[S:12][C:11]4=[N:10][C@:9]([C:32]5[CH:37]=[CH:36][C:35]([Cl:38])=[CH:34][CH:33]=5)([CH3:31])[C@@H:8]([C:5]5[CH:4]=[CH:3][C:2]([Cl:1])=[CH:7][CH:6]=5)[N:15]4[C:14]=3[CH:16]([CH3:18])[CH3:17])=[O:20])[C@H:28]([C:29]#[N:30])[CH2:27][CH2:26]2)=[O:24])[CH2:45][C@H:44]1[CH3:49])(=[O:42])[CH3:41], predict the reactants needed to synthesize it. The reactants are: [Cl:1][C:2]1[CH:7]=[CH:6][C:5]([C@H:8]2[N:15]3[C:11]([S:12][C:13]([C:19]([N:21]4[C@H:28]([C:29]#[N:30])[CH2:27][CH2:26][C@H:22]4[C:23](O)=[O:24])=[O:20])=[C:14]3[CH:16]([CH3:18])[CH3:17])=[N:10][C@:9]2([C:32]2[CH:37]=[CH:36][C:35]([Cl:38])=[CH:34][CH:33]=2)[CH3:31])=[CH:4][CH:3]=1.Cl.[C:40]([N:43]1[CH2:48][CH2:47][NH:46][CH2:45][C@H:44]1[CH3:49])(=[O:42])[CH3:41]. (3) Given the product [NH2:8][C:7]1[C:2]([OH:1])=[CH:3][C:4]([O:11][CH2:12][C@@H:13]([NH:15][C:16](=[O:22])[O:17][C:18]([CH3:20])([CH3:19])[CH3:21])[CH3:14])=[N:5][CH:6]=1, predict the reactants needed to synthesize it. The reactants are: [OH:1][C:2]1[C:7]([N+:8]([O-])=O)=[CH:6][N:5]=[C:4]([O:11][CH2:12][C@@H:13]([NH:15][C:16](=[O:22])[O:17][C:18]([CH3:21])([CH3:20])[CH3:19])[CH3:14])[CH:3]=1. (4) Given the product [F:23][C:24]1[CH:25]=[C:26]([CH2:27][N:28]([CH3:29])[CH2:6][CH2:7][N:8]2[CH:12]=[C:11]([C:13]3[CH:18]=[C:17]([C:19]([OH:21])=[O:20])[CH:16]=[CH:15][N:14]=3)[N:10]=[CH:9]2)[CH:30]=[CH:31][CH:32]=1, predict the reactants needed to synthesize it. The reactants are: CS(O[CH2:6][CH2:7][N:8]1[CH:12]=[C:11]([C:13]2[CH:18]=[C:17]([C:19]([O:21]C)=[O:20])[CH:16]=[CH:15][N:14]=2)[N:10]=[CH:9]1)(=O)=O.[F:23][C:24]1[CH:25]=[C:26]([CH:30]=[CH:31][CH:32]=1)[CH2:27][NH:28][CH3:29]. (5) Given the product [OH:13][CH2:12][CH2:11][CH2:10][C@H:9]([NH:8][C:6](=[O:7])[O:5][CH2:1][CH:2]([CH3:4])[CH3:3])[CH2:15][NH:16][C:17](=[O:18])[O:19][CH2:20][CH:21]([CH3:22])[CH3:23], predict the reactants needed to synthesize it. The reactants are: [CH2:1]([O:5][C:6]([NH:8][CH:9]([CH2:15][NH:16][C:17]([O:19][CH2:20][CH:21]([CH3:23])[CH3:22])=[O:18])[CH2:10][CH2:11][C:12](O)=[O:13])=[O:7])[CH:2]([CH3:4])[CH3:3].CN1CCOCC1.ClC(OCC(C)C)=O.[BH4-].[Na+]. (6) Given the product [CH3:16][O:15][C:13]([CH:9]1[CH2:10][CH2:11][CH2:12][N:8]1[N:7]=[CH:4][CH2:3][CH:2]([CH3:6])[CH3:1])=[O:14], predict the reactants needed to synthesize it. The reactants are: [CH3:1][CH:2]([CH3:6])[CH2:3][CH:4]=O.[NH2:7][N:8]1[CH2:12][CH2:11][CH2:10][CH:9]1[C:13]([O:15][CH3:16])=[O:14]. (7) Given the product [ClH:43].[NH2:7][C@H:8]([CH2:32][C:33]1[CH:38]=[C:37]([F:39])[C:36]([F:40])=[CH:35][C:34]=1[F:41])[CH2:9][C:10]([N:11]1[CH2:16][CH2:15][N:14]2[C:17]([C:27]([F:28])([F:30])[F:29])=[N:18][C:19]([C:20]([N:22]3[CH2:26][CH2:25][S:24][CH2:23]3)=[O:21])=[C:13]2[CH2:12]1)=[O:31], predict the reactants needed to synthesize it. The reactants are: C(OC(=O)[NH:7][C@H:8]([CH2:32][C:33]1[CH:38]=[C:37]([F:39])[C:36]([F:40])=[CH:35][C:34]=1[F:41])[CH2:9][C:10](=[O:31])[N:11]1[CH2:16][CH2:15][N:14]2[C:17]([C:27]([F:30])([F:29])[F:28])=[N:18][C:19]([C:20]([N:22]3[CH2:26][CH2:25][S:24][CH2:23]3)=[O:21])=[C:13]2[CH2:12]1)(C)(C)C.[ClH:43]. (8) Given the product [CH3:40][N:41]1[C:45]([C:2]2[CH:3]=[C:4]([C:7]([NH:9][C@@H:10]([CH2:23][C:24]3[CH:29]=[CH:28][CH:27]=[CH:26][C:25]=3[C:30]([F:31])([F:32])[F:33])[CH2:11][N:12]3[C:13](=[O:22])[C:14]4[C:19](=[CH:18][CH:17]=[CH:16][CH:15]=4)[C:20]3=[O:21])=[O:8])[S:5][CH:6]=2)=[C:44]([CH3:55])[CH:43]=[N:42]1, predict the reactants needed to synthesize it. The reactants are: Br[C:2]1[CH:3]=[C:4]([C:7]([NH:9][C@@H:10]([CH2:23][C:24]2[CH:29]=[CH:28][CH:27]=[CH:26][C:25]=2[C:30]([F:33])([F:32])[F:31])[CH2:11][N:12]2[C:20](=[O:21])[C:19]3[C:14](=[CH:15][CH:16]=[CH:17][CH:18]=3)[C:13]2=[O:22])=[O:8])[S:5][CH:6]=1.C([O-])([O-])=O.[K+].[K+].[CH3:40][N:41]1[C:45](B2OC(C)(C)C(C)(C)O2)=[C:44]([CH3:55])[CH:43]=[N:42]1. (9) Given the product [F:43][CH:2]([F:1])[C:3]1[CH:12]=[C:11]2[C:6]([CH2:7][CH2:8][CH2:9][N:10]2[C:13]2[C:17]3[CH2:18][N:19]([C:22]([O:24][C:25]([CH3:26])([CH3:27])[CH3:28])=[O:23])[CH2:20][CH2:21][C:16]=3[NH:15][N:14]=2)=[CH:5][C:4]=1[C:37]1[CH:38]=[N:39][N:40]([CH3:42])[CH:41]=1, predict the reactants needed to synthesize it. The reactants are: [F:1][CH:2]([F:43])[C:3]1[CH:12]=[C:11]2[C:6]([CH2:7][CH2:8][CH2:9][N:10]2[C:13]2[C:17]3[CH2:18][N:19]([C:22]([O:24][C:25]([CH3:28])([CH3:27])[CH3:26])=[O:23])[CH2:20][CH2:21][C:16]=3[N:15](COCC[Si](C)(C)C)[N:14]=2)=[CH:5][C:4]=1[C:37]1[CH:38]=[N:39][N:40]([CH3:42])[CH:41]=1.[F-].C([N+](CCCC)(CCCC)CCCC)CCC.CCOC(C)=O.